From a dataset of Full USPTO retrosynthesis dataset with 1.9M reactions from patents (1976-2016). Predict the reactants needed to synthesize the given product. (1) Given the product [Cl:26][C:25]1[C:20]2[N:19]=[C:18]3[N:13]([C:10]4[C:9]([CH3:36])=[N:8][C:7]([N:39]5[CH2:44][CH2:43][CH2:42][CH2:41][CH2:40]5)=[CH:12][CH:11]=4)[CH2:14][CH2:15][CH2:16][N:17]3[C:21]=2[C:22]([CH:27]([O:32][CH:33]([F:35])[F:34])[C:28]([F:30])([F:29])[F:31])=[CH:23][CH:24]=1, predict the reactants needed to synthesize it. The reactants are: FC(F)(F)S(O[C:7]1[CH:12]=[CH:11][C:10]([N:13]2[C:18]3=[N:19][C:20]4[C:25]([Cl:26])=[CH:24][CH:23]=[C:22]([CH:27]([O:32][CH:33]([F:35])[F:34])[C:28]([F:31])([F:30])[F:29])[C:21]=4[N:17]3[CH2:16][CH2:15][CH2:14]2)=[C:9]([CH3:36])[N:8]=1)(=O)=O.[NH:39]1[CH2:44][CH2:43][CH2:42][CH2:41][CH2:40]1. (2) Given the product [NH2:1][C:2]1[C:11]([C:29]#[C:28][Si:25]([CH3:27])([CH3:26])[CH3:24])=[C:10]2[C:5]([C:6](=[O:23])[N:7]([C:16]3[CH:21]=[CH:20][C:19]([Cl:22])=[CH:18][CH:17]=3)[C:8]([CH:13]([CH3:15])[CH3:14])=[N:9]2)=[CH:4][CH:3]=1, predict the reactants needed to synthesize it. The reactants are: [NH2:1][C:2]1[C:11](I)=[C:10]2[C:5]([C:6](=[O:23])[N:7]([C:16]3[CH:21]=[CH:20][C:19]([Cl:22])=[CH:18][CH:17]=3)[C:8]([CH:13]([CH3:15])[CH3:14])=[N:9]2)=[CH:4][CH:3]=1.[CH3:24][Si:25]([C:28]#[CH:29])([CH3:27])[CH3:26].C(N(CC)CC)C. (3) Given the product [CH3:11][NH:12][C:7]([C:5]1[N:6]=[C:2]([CH3:1])[NH:3][CH:4]=1)=[O:9], predict the reactants needed to synthesize it. The reactants are: [CH3:1][C:2]1[NH:3][CH:4]=[C:5]([C:7]([OH:9])=O)[N:6]=1.C[CH2:11][N:12]=C=NCCCN(C)C.C1C=CC2N(O)N=NC=2C=1.CCN(C(C)C)C(C)C.CN. (4) Given the product [CH3:23][C:8]1[CH:9]=[C:10]([S:13][CH2:14][CH2:15][C@@H:16]([O:18][C:32]2[CH:33]=[CH:34][C:35]([C:37]([F:38])([F:39])[F:40])=[CH:36][C:31]=2[C:26]2[N:25]=[CH:30][CH:29]=[CH:28][N:27]=2)[CH3:17])[CH:11]=[CH:12][C:7]=1[CH2:6][CH2:5][C:4]([OH:3])=[O:24], predict the reactants needed to synthesize it. The reactants are: C([O:3][C:4](=[O:24])[CH2:5][CH2:6][C:7]1[CH:12]=[CH:11][C:10]([S:13][CH2:14][CH2:15][C@H:16]([O:18]S(C)(=O)=O)[CH3:17])=[CH:9][C:8]=1[CH3:23])C.[N:25]1[CH:30]=[CH:29][CH:28]=[N:27][C:26]=1[C:31]1[CH:36]=[C:35]([C:37]([F:40])([F:39])[F:38])[CH:34]=[CH:33][C:32]=1O. (5) Given the product [CH3:1][O:2][C:3]1[CH:8]=[CH:7][CH:6]=[CH:5][C:4]=1[C:9]1[N:14]=[CH:13][C:12]2[CH:15]=[C:16](/[CH:18]=[C:26]3/[C:24](=[O:25])[NH:23][C:21](=[S:22])[S:20]/3)[O:17][C:11]=2[CH:10]=1, predict the reactants needed to synthesize it. The reactants are: [CH3:1][O:2][C:3]1[CH:8]=[CH:7][CH:6]=[CH:5][C:4]=1[C:9]1[N:14]=[CH:13][C:12]2[CH:15]=[C:16]([CH:18]=O)[O:17][C:11]=2[CH:10]=1.[S:20]1[CH2:26][C:24](=[O:25])[NH:23][C:21]1=[S:22].C([O-])(=O)C.[Na+]. (6) The reactants are: CS(O[C:6]([C:15]1[CH:20]=[C:19]([CH3:21])[C:18]([NH:22][C:23]([C:25]2[CH:30]=[CH:29][CH:28]=[C:27]([N+:31]([O-:33])=[O:32])[CH:26]=2)=[O:24])=[C:17]([CH2:34][CH3:35])[CH:16]=1)([C:11]([F:14])([F:13])[F:12])[C:7]([F:10])([F:9])[F:8])(=O)=O.[F:36][C:37]([F:44])([F:43])[C:38]1[CH:39]=[N:40][NH:41][CH:42]=1.C(=O)([O-])[O-].[K+].[K+].[Cl-].[NH4+]. Given the product [CH2:34]([C:17]1[CH:16]=[C:15]([C:6]([N:40]2[CH:39]=[C:38]([C:37]([F:44])([F:43])[F:36])[CH:42]=[N:41]2)([C:11]([F:14])([F:13])[F:12])[C:7]([F:10])([F:9])[F:8])[CH:20]=[C:19]([CH3:21])[C:18]=1[NH:22][C:23](=[O:24])[C:25]1[CH:30]=[CH:29][CH:28]=[C:27]([N+:31]([O-:33])=[O:32])[CH:26]=1)[CH3:35], predict the reactants needed to synthesize it. (7) Given the product [Cl:20][C:21]1[CH:22]=[CH:23][C:24]([O:30][CH2:31][C:32]2[CH:33]=[CH:34][CH:35]=[CH:36][CH:37]=2)=[C:25]([C:2]2[C:3]([C:9]3[CH:14]=[CH:13][CH:12]=[C:11]([C:15]([O:17][CH2:18][CH3:19])=[O:16])[CH:10]=3)=[C:4]([CH3:8])[CH:5]=[CH:6][CH:7]=2)[CH:26]=1, predict the reactants needed to synthesize it. The reactants are: Br[C:2]1[CH:7]=[CH:6][CH:5]=[C:4]([CH3:8])[C:3]=1[C:9]1[CH:14]=[CH:13][CH:12]=[C:11]([C:15]([O:17][CH2:18][CH3:19])=[O:16])[CH:10]=1.[Cl:20][C:21]1[CH:22]=[CH:23][C:24]([O:30][CH2:31][C:32]2[CH:37]=[CH:36][CH:35]=[CH:34][CH:33]=2)=[C:25](B(O)O)[CH:26]=1.C(=O)([O-])[O-].[K+].[K+].C1(C)C=CC=CC=1. (8) Given the product [Cl:28][C:24]1[CH:23]=[C:22]([C@@H:20]([NH:19][C:17]([N:14]2[CH2:15][CH2:16][N:11]([C:8]3[C:9]4[S:10][C:2]([C:37]5[CH:36]=[CH:35][N:34]=[C:33]([O:32][CH3:31])[CH:38]=5)=[CH:3][C:4]=4[N:5]=[CH:6][N:7]=3)[CH2:12][C:13]2([CH3:30])[CH3:29])=[O:18])[CH3:21])[CH:27]=[CH:26][CH:25]=1, predict the reactants needed to synthesize it. The reactants are: Br[C:2]1[S:10][C:9]2[C:8]([N:11]3[CH2:16][CH2:15][N:14]([C:17]([NH:19][C@H:20]([C:22]4[CH:27]=[CH:26][CH:25]=[C:24]([Cl:28])[CH:23]=4)[CH3:21])=[O:18])[C:13]([CH3:30])([CH3:29])[CH2:12]3)=[N:7][CH:6]=[N:5][C:4]=2[CH:3]=1.[CH3:31][O:32][C:33]1[CH:38]=[C:37](B2OC(C)(C)C(C)(C)O2)[CH:36]=[CH:35][N:34]=1.C(=O)([O-])[O-].[K+].[K+]. (9) Given the product [F:39][C:2]([F:1])([F:38])[C@H:3]([OH:37])[CH2:4][N:5]1[C:14]2[C:9](=[CH:10][CH:11]=[CH:12][CH:13]=2)[N:8]([CH2:15][C:16]2[CH:21]=[CH:20][CH:19]=[C:18]([O:22][C:23]([F:26])([F:25])[F:24])[CH:17]=2)[CH2:7][CH:6]1[C:27]1[CH:28]=[C:29]([CH:34]=[CH:35][CH:36]=1)[C:30]([OH:32])=[O:31], predict the reactants needed to synthesize it. The reactants are: [F:1][C:2]([F:39])([F:38])[C@H:3]([OH:37])[CH2:4][N:5]1[C:14]2[C:9](=[CH:10][CH:11]=[CH:12][CH:13]=2)[N:8]([CH2:15][C:16]2[CH:21]=[CH:20][CH:19]=[C:18]([O:22][C:23]([F:26])([F:25])[F:24])[CH:17]=2)[CH2:7][CH:6]1[C:27]1[CH:28]=[C:29]([CH:34]=[CH:35][CH:36]=1)[C:30]([O:32]C)=[O:31].O.[OH-].[Li+]. (10) Given the product [C:25]1([CH:18]([C:19]2[CH:24]=[CH:23][CH:22]=[CH:21][CH:20]=2)[C:14]2[CH:13]=[C:12]([C:10]([NH:9][C@@H:5]([CH2:4][CH2:3][CH2:2][NH:1][C:39](=[NH:44])[CH3:40])[C:6]([OH:8])=[O:7])=[O:11])[CH:17]=[CH:16][CH:15]=2)[CH:26]=[CH:27][CH:28]=[CH:29][CH:30]=1.[C:31]([OH:37])([C:33]([F:36])([F:35])[F:34])=[O:32], predict the reactants needed to synthesize it. The reactants are: [NH2:1][CH2:2][CH2:3][CH2:4][C@H:5]([NH:9][C:10]([C:12]1[CH:17]=[CH:16][CH:15]=[C:14]([CH:18]([C:25]2[CH:30]=[CH:29][CH:28]=[CH:27][CH:26]=2)[C:19]2[CH:24]=[CH:23][CH:22]=[CH:21][CH:20]=2)[CH:13]=1)=[O:11])[C:6]([OH:8])=[O:7].[C:31]([OH:37])([C:33]([F:36])([F:35])[F:34])=[O:32].Cl.[C:39](=[NH:44])(OCC)[CH3:40].C(N(CC)CC)C.